This data is from Experimentally validated miRNA-target interactions with 360,000+ pairs, plus equal number of negative samples. The task is: Binary Classification. Given a miRNA mature sequence and a target amino acid sequence, predict their likelihood of interaction. (1) The miRNA is hsa-miR-6756-3p with sequence UCCCCUUCCUCCCUGCCCAG. The protein sequence of the target gene is MKIKDAKKPSFPWFGMDIGGTLVKLSYFEPIDITAEEEQEEVESLKSIRKYLTSNVAYGSTGIRDVHLELKDLTLFGRRGNLHFIRFPTQDLPTFIQMGRDKNFSTLQTVLCATGGGAYKFEKDFRTIGNLHLHKLDELDCLVKGLLYIDSVSFNGQAECYYFANASEPERCQKMPFNLDDPYPLLVVNIGSGVSILAVHSKDNYKRVTGTSLGGGTFLGLCSLLTGCESFEEALEMASKGDSTQADKLVRDIYGGDYERFGLPGWAVASSFGNMIYKEKRESVSKEDLARATLVTITNN.... Result: 1 (interaction). (2) The miRNA is hsa-miR-340-3p with sequence UCCGUCUCAGUUACUUUAUAGC. The protein sequence of the target gene is MEAPRSAPRERERARTTSGSDQVHSWILVTSQVLSAAWRIARAFVMTTLSPLSATFSYFRSLYLYLGHQLKWWIGYLQRKFKRNLSVEAEVDLLSYCAREWKGEAPRARLMRKAYEELFWRHHIKCVRAVKRDNYDALRSVLFQIFSQGLSFPSWMKEKDIVKLPEKLLFSQGCNWIQQYSFGPEKYTGSNVFGKLRKCVELLKLQWTEFSGMRDHHKRGSMCNSLFSDAILECKLYEALKFLMLYQVTEAYEQMKTNKVIPSLFRLLFSRESSPDPLSFMMNHLNSIGDTCGLDQIDMF.... Result: 0 (no interaction). (3) The miRNA is hsa-miR-642b-5p with sequence GGUUCCCUCUCCAAAUGUGUCU. The protein sequence of the target gene is MATQADLMELDMAMEPDRKAAVSHWQQQSYLDSGIHSGATTTAPSLSGKGNPEEEDVDTSQVLYEWEQGFSQSFTQEQVADIDGQYAMTRAQRVRAAMFPETLDEGMQIPSTQFDAAHPTNVQRLAEPSQMLKHAVVNLINYQDDAELATRAIPELTKLLNDEDQVVVNKAAVMVHQLSKKEASRHAIMRSPQMVSAIVRTMQNTNDVETARCTAGTLHNLSHHREGLLAIFKSGGIPALVKMLGSPVDSVLFYAITTLHNLLLHQEGAKMAVRLAGGLQKMVALLNKTNVKFLAITTDC.... Result: 0 (no interaction). (4) The miRNA is hsa-miR-4428 with sequence CAAGGAGACGGGAACAUGGAGC. The protein sequence of the target gene is MDAFIRVANQSQGRDRLFRATQHACMLLRYLLESKADKEAVVLKLKRLETSVSTGRKWFRLGNVFHAIQATEQSIQAADLAPRLCLTLANLNRVVYYICDTVLWAKSVGLTSGVNREKWQRWAARHYYYFLLLSLVRDLYEILLQMGQVARDRAKREKSSRDPPKYSVANEETEWLQSFLLLLFQSLKRHPPLLLDTVKNFCDILIPLNQLGIYKSNLGVVGLGGLISSLAGLLTVVYPQLKLKAR. Result: 0 (no interaction). (5) The miRNA is hsa-miR-4680-3p with sequence UCUGAAUUGUAAGAGUUGUUA. The protein sequence of the target gene is MAREMTILGSAVLTLLLAGYLAQQYLPLPTPKVIGIDLGTTYCSVGVFFPGTGKVKVIPDENGHISIPSMVSFTDNDVYVGYESVELADSNPQNTIYDAKRFIGKIFTAEELEAEIGRYPFKVLNKNGMVEFSVTSNETITVSPEYVGSRLLLKLKEMAEAYLGMPVANAVISVPAEFDLKQRNSTIEAANLAGLKILRVINEPTAAAMAYGLHKADVFHVLVIDLGGGTLDVSLLNKQGGMFLTRAMSGNNKLGGQDFNQRLLQYLYKQIYQTYGFVPSRKEEIHRLRQAVEMVKLNLT.... Result: 1 (interaction). (6) The miRNA is hsa-miR-2114-5p with sequence UAGUCCCUUCCUUGAAGCGGUC. The protein sequence of the target gene is MASPPDTDGFSDVRKVGYLRKPKSMHKRFFVLRAASEAGGPARLEYYENEKKWRHKSSAPKRSIPLESCFNINKRADSKNKHLVALYTRDEHFAIAADSEAEQDSWYQALLQLHNRAKAHHDGAGGGCGGSCSGSSGVGEAGEDLSYDTGPGPAFKEVWQVILKPKGLGQTKNLIGIYRLCLTSKTISFVKLNSEAAAVVLQLMNIRRCGHSENFFFIEVGRSAVTGPGEFWMQVDDSVVAQNMHETILEAMRAMSDEFRPRSKSQSSSSCSNPISVPLRRHHLNNPPPSQVGLTRRSRT.... Result: 0 (no interaction).